From a dataset of Forward reaction prediction with 1.9M reactions from USPTO patents (1976-2016). Predict the product of the given reaction. (1) Given the reactants O.[CH3:2][O:3][C:4]1[CH:9]=[CH:8][N+:7]([O-])=[CH:6][CH:5]=1.C[Si]([C:15]#[N:16])(C)C.CN(C)C(Cl)=O.C(=O)([O-])[O-].[K+].[K+], predict the reaction product. The product is: [CH3:2][O:3][C:4]1[CH:9]=[CH:8][N:7]=[C:6]([C:15]#[N:16])[CH:5]=1. (2) Given the reactants [NH2:1][CH2:2][C:3]1[C:4]([F:21])=[C:5]([O:10][C:11]2[CH:12]=[C:13]([CH:16]=[C:17]([CH2:19][CH3:20])[CH:18]=2)[C:14]#[N:15])[C:6]([Cl:9])=[CH:7][CH:8]=1.[Cl:22][C:23]1[N:24]=[CH:25][N:26](COCC[Si](C)(C)C)[C:27]=1[C:28](O)=[O:29].CCN(C(C)C)C(C)C.CN(C(ON1N=NC2C=CC=NC1=2)=[N+](C)C)C.F[P-](F)(F)(F)(F)F, predict the reaction product. The product is: [Cl:22][C:23]1[N:24]=[CH:25][NH:26][C:27]=1[C:28]([NH:1][CH2:2][C:3]1[CH:8]=[CH:7][C:6]([Cl:9])=[C:5]([O:10][C:11]2[CH:18]=[C:17]([CH2:19][CH3:20])[CH:16]=[C:13]([C:14]#[N:15])[CH:12]=2)[C:4]=1[F:21])=[O:29].